From a dataset of Forward reaction prediction with 1.9M reactions from USPTO patents (1976-2016). Predict the product of the given reaction. (1) The product is: [C:1]([O:5][C:6](=[O:23])[NH:7][C:8]1[CH:13]=[CH:12][C:11]([C:14](=[O:21])[C:15]2[CH:20]=[CH:19][CH:18]=[CH:17][CH:16]=2)=[CH:10][C:9]=1[NH:22][C:27](=[O:26])[CH2:28][C:29]([C:31]1[CH:36]=[CH:35][CH:34]=[C:33]([C:37]#[N:38])[CH:32]=1)=[O:30])([CH3:4])([CH3:2])[CH3:3]. Given the reactants [C:1]([O:5][C:6](=[O:23])[NH:7][C:8]1[CH:13]=[CH:12][C:11]([C:14](=[O:21])[C:15]2[CH:20]=[CH:19][CH:18]=[CH:17][CH:16]=2)=[CH:10][C:9]=1[NH2:22])([CH3:4])([CH3:3])[CH3:2].C([O:26][C:27](=O)[CH2:28][C:29]([C:31]1[CH:36]=[CH:35][CH:34]=[C:33]([C:37]#[N:38])[CH:32]=1)=[O:30])C, predict the reaction product. (2) Given the reactants [Br:1][C:2]1[CH:3]=[CH:4][C:5]([Cl:11])=[C:6]([CH:10]=1)[C:7](O)=[O:8].[Cl-:12], predict the reaction product. The product is: [Br:1][C:2]1[CH:3]=[CH:4][C:5]([Cl:11])=[C:6]([CH:10]=1)[C:7]([Cl:12])=[O:8]. (3) Given the reactants C(N(CC)C(C)C)(C)C.F[C:11]1[CH:16]=[CH:15][CH:14]=[CH:13][C:12]=1[N+:17]([O-:19])=[O:18].[O:20]1[CH2:24][CH2:23][CH:22]([NH2:25])[CH2:21]1, predict the reaction product. The product is: [N+:17]([C:12]1[CH:13]=[CH:14][CH:15]=[CH:16][C:11]=1[NH:25][CH:22]1[CH2:23][CH2:24][O:20][CH2:21]1)([O-:19])=[O:18]. (4) Given the reactants [CH3:1][C@@H:2]1[CH2:7][CH2:6][C@@H:5]([CH2:8][O:9]S(C)(=O)=O)[CH2:4][N:3]1[C:14]([O:16][C:17]([CH3:20])([CH3:19])[CH3:18])=[O:15].C(=O)([O-])[O-].[Cs+].[Cs+].[F:27][C:28]([F:37])([F:36])[C:29]1[CH:34]=[CH:33][C:32](O)=[CH:31][CH:30]=1, predict the reaction product. The product is: [CH3:1][C@@H:2]1[CH2:7][CH2:6][C@@H:5]([CH2:8][O:9][C:32]2[CH:33]=[CH:34][C:29]([C:28]([F:37])([F:36])[F:27])=[CH:30][CH:31]=2)[CH2:4][N:3]1[C:14]([O:16][C:17]([CH3:20])([CH3:19])[CH3:18])=[O:15]. (5) Given the reactants [S:1]1[CH:5]=[CH:4][N:3]=[C:2]1[C:6]1[NH:7][CH:8]=[C:9]([CH:11]=[O:12])[N:10]=1.CCN(C(C)C)C(C)C.Cl[C:23]([O:25][CH2:26][C:27]1[CH:32]=[CH:31][C:30]([N+:33]([O-:35])=[O:34])=[CH:29][CH:28]=1)=[O:24], predict the reaction product. The product is: [N+:33]([C:30]1[CH:29]=[CH:28][C:27]([CH2:26][O:25][C:23]([N:7]2[CH:8]=[C:9]([CH:11]=[O:12])[N:10]=[C:6]2[C:2]2[S:1][CH:5]=[CH:4][N:3]=2)=[O:24])=[CH:32][CH:31]=1)([O-:35])=[O:34]. (6) Given the reactants Cl.[OH:2][C:3]1[N:8]=[CH:7][C:6]([NH:9][C:10]([C:12]2[CH:17]=[CH:16][CH:15]=[CH:14][N:13]=2)=[O:11])=[CH:5][CH:4]=1.[CH3:18][N:19]([C:23]1[CH:28]=[CH:27][CH:26]=[CH:25][CH:24]=1)[C:20](Cl)=[O:21].N12CCN(CC1)CC2.O, predict the reaction product. The product is: [N:13]1[CH:14]=[CH:15][CH:16]=[CH:17][C:12]=1[C:10]([NH:9][C:6]1[CH:5]=[CH:4][C:3]([O:2][C:20](=[O:21])[N:19]([CH3:18])[C:23]2[CH:28]=[CH:27][CH:26]=[CH:25][CH:24]=2)=[N:8][CH:7]=1)=[O:11].